From a dataset of Full USPTO retrosynthesis dataset with 1.9M reactions from patents (1976-2016). Predict the reactants needed to synthesize the given product. (1) The reactants are: C[O:2][C:3](=[O:40])[CH2:4][O:5][C:6]1[CH:39]=[CH:38][C:9]2[O:10][CH2:11][C:12]3[N:37]=[CH:36][CH:35]=[CH:34][C:13]=3[C:14](=[CH:15][CH2:16][CH2:17][N:18]3[CH2:23][CH2:22][C:21]([C:25]4[CH:30]=[CH:29][C:28]([Cl:31])=[CH:27][CH:26]=4)([OH:24])[C:20]([CH3:33])([CH3:32])[CH2:19]3)[C:8]=2[CH:7]=1.[OH-].[Na+]. Given the product [Cl:31][C:28]1[CH:29]=[CH:30][C:25]([C:21]2([OH:24])[CH2:22][CH2:23][N:18]([CH2:17][CH2:16][CH:15]=[C:14]3[C:13]4[CH:34]=[CH:35][CH:36]=[N:37][C:12]=4[CH2:11][O:10][C:9]4[CH:38]=[CH:39][C:6]([O:5][CH2:4][C:3]([OH:40])=[O:2])=[CH:7][C:8]3=4)[CH2:19][C:20]2([CH3:32])[CH3:33])=[CH:26][CH:27]=1, predict the reactants needed to synthesize it. (2) Given the product [Cl:1][C:2]1[CH:7]=[CH:6][CH:5]=[C:4]([Cl:8])[C:3]=1[NH:9][C:10]1[NH:11][C:12]2[C:18]3[CH2:19][C:20]([CH3:22])([CH3:23])[O:21][C:17]=3[C:16]([C:24]([NH:36][C:33]3[CH:34]=[N:35][C:30]([C:29]([F:38])([F:28])[F:37])=[CH:31][CH:32]=3)=[O:25])=[CH:15][C:13]=2[N:14]=1, predict the reactants needed to synthesize it. The reactants are: [Cl:1][C:2]1[CH:7]=[CH:6][CH:5]=[C:4]([Cl:8])[C:3]=1[NH:9][C:10]1[NH:11][C:12]2[C:18]3[CH2:19][C:20]([CH3:23])([CH3:22])[O:21][C:17]=3[C:16]([C:24](OC)=[O:25])=[CH:15][C:13]=2[N:14]=1.[F:28][C:29]([F:38])([F:37])[C:30]1[N:35]=[CH:34][C:33]([NH2:36])=[CH:32][CH:31]=1.C[Al](C)C.